Dataset: Forward reaction prediction with 1.9M reactions from USPTO patents (1976-2016). Task: Predict the product of the given reaction. (1) Given the reactants [O:1]=[C:2]1[CH2:13][CH2:12][CH:11]=[CH:10][CH2:9][C@@H:8]([CH2:14][C:15]([O:17][C:18]([CH3:21])([CH3:20])[CH3:19])=[O:16])[C:7](=[O:22])[O:6][CH2:5][C@@H:4]([C:23]2[CH:28]=[CH:27][CH:26]=[CH:25][CH:24]=2)[NH:3]1.I[CH3:30].[H-].[Na+], predict the reaction product. The product is: [CH3:30][N:3]1[C:2](=[O:1])[CH2:13][CH2:12][CH:11]=[CH:10][CH2:9][C@@H:8]([CH2:14][C:15]([O:17][C:18]([CH3:21])([CH3:19])[CH3:20])=[O:16])[C:7](=[O:22])[O:6][CH2:5][C@H:4]1[C:23]1[CH:24]=[CH:25][CH:26]=[CH:27][CH:28]=1. (2) Given the reactants [CH2:1]([C@@H:4]1[CH2:21][C@@H:20]2[C@:15]([CH3:23])([CH2:16][CH2:17][C:18](=[O:22])[CH2:19]2)[C@@H:14]2[C@@H:5]1[C@H:6]1[C@@:10]([CH2:12][CH2:13]2)([CH3:11])[C@@H:9]([O:24][Si:25]([C:28]([CH3:31])([CH3:30])[CH3:29])([CH3:27])[CH3:26])[CH2:8][CH2:7]1)[CH:2]=[CH2:3].[CH2:32]([O:39][C:40]1[CH:41]=[C:42]([CH:45]=[C:46]([O:48][CH2:49][C:50]2[CH:55]=[CH:54][CH:53]=[CH:52][CH:51]=2)[CH:47]=1)C=C)[C:33]1[CH:38]=[CH:37][CH:36]=[CH:35][CH:34]=1, predict the reaction product. The product is: [Si:25]([O:24][C@H:9]1[CH2:8][CH2:7][C@H:6]2[C@H:5]3[C@H:14]([CH2:13][CH2:12][C@:10]12[CH3:11])[C@:15]1([CH3:23])[C@H:20]([CH2:19][C:18](=[O:22])[CH2:17][CH2:16]1)[CH2:21][C@H:4]3[CH2:1][CH:2]=[CH:3][C:42]1[CH:45]=[C:46]([O:48][CH2:49][C:50]2[CH:55]=[CH:54][CH:53]=[CH:52][CH:51]=2)[CH:47]=[C:40]([O:39][CH2:32][C:33]2[CH:38]=[CH:37][CH:36]=[CH:35][CH:34]=2)[CH:41]=1)([C:28]([CH3:31])([CH3:30])[CH3:29])([CH3:26])[CH3:27]. (3) Given the reactants Cl[C:2]1[N:7]=[C:6]([N:8]([CH:18]2[CH2:20][CH2:19]2)[CH2:9][C:10]2[CH:15]=[CH:14][C:13]([O:16][CH3:17])=[CH:12][CH:11]=2)[C:5]2=[N:21][CH:22]=[C:23]([C:24]#[N:25])[N:4]2[N:3]=1.[NH2:26][C:27]1[CH:28]=[C:29]([CH:32]=[C:33]([O:36][CH:37]2[CH2:42][CH2:41][N:40]([CH:43]3[CH2:46][O:45][CH2:44]3)[CH2:39][CH2:38]2)[C:34]=1[Cl:35])[C:30]#[N:31].CC1(C)C2C(=C(P(C3C=CC=CC=3)C3C=CC=CC=3)C=CC=2)OC2C(P(C3C=CC=CC=3)C3C=CC=CC=3)=CC=CC1=2.C(=O)([O-])[O-].[Cs+].[Cs+], predict the reaction product. The product is: [Cl:35][C:34]1[C:33]([O:36][CH:37]2[CH2:42][CH2:41][N:40]([CH:43]3[CH2:44][O:45][CH2:46]3)[CH2:39][CH2:38]2)=[CH:32][C:29]([C:30]#[N:31])=[CH:28][C:27]=1[NH:26][C:2]1[N:7]=[C:6]([N:8]([CH:18]2[CH2:19][CH2:20]2)[CH2:9][C:10]2[CH:11]=[CH:12][C:13]([O:16][CH3:17])=[CH:14][CH:15]=2)[C:5]2=[N:21][CH:22]=[C:23]([C:24]#[N:25])[N:4]2[N:3]=1. (4) Given the reactants [NH2:1][C:2]1[N:3]=[CH:4][C:5]([C:17]2[CH:37]=[CH:36][C:20]([C:21]([N:23]3[CH2:28][CH2:27][N:26](C(OC(C)(C)C)=O)[CH2:25][CH2:24]3)=[O:22])=[CH:19][CH:18]=2)=[N:6][C:7]=1[C:8]1[O:9][C:10]2[CH:15]=[CH:14][N:13]=[CH:12][C:11]=2[N:16]=1.FC(F)(F)C(O)=O, predict the reaction product. The product is: [NH2:1][C:2]1[N:3]=[CH:4][C:5]([C:17]2[CH:18]=[CH:19][C:20]([C:21]([N:23]3[CH2:24][CH2:25][NH:26][CH2:27][CH2:28]3)=[O:22])=[CH:36][CH:37]=2)=[N:6][C:7]=1[C:8]1[O:9][C:10]2[CH:15]=[CH:14][N:13]=[CH:12][C:11]=2[N:16]=1. (5) Given the reactants [Cl:1][C:2]1[C:6]([Cl:7])=[C:5]([CH3:8])[NH:4][C:3]=1[C:9]([NH:11][C@@H:12]1[CH2:17][CH2:16][N:15]([C:18]2[S:19][C:20]([C:23]([OH:25])=O)=[CH:21][N:22]=2)[CH2:14][C@@H:13]1[N:26]1[CH:30]=[CH:29][N:28]=[N:27]1)=[O:10].CN([C:34]([O:38][N:39]1N=NC2C=CC=NC1=2)=[N+](C)C)C.F[P-](F)(F)(F)(F)F.CCN(C(C)C)C(C)C.Cl.O(N)C, predict the reaction product. The product is: [Cl:1][C:2]1[C:6]([Cl:7])=[C:5]([CH3:8])[NH:4][C:3]=1[C:9]([NH:11][C@@H:12]1[CH2:17][CH2:16][N:15]([C:18]2[S:19][C:20]([C:23]([NH:39][O:38][CH3:34])=[O:25])=[CH:21][N:22]=2)[CH2:14][C@@H:13]1[N:26]1[CH:30]=[CH:29][N:28]=[N:27]1)=[O:10].